From a dataset of Forward reaction prediction with 1.9M reactions from USPTO patents (1976-2016). Predict the product of the given reaction. (1) Given the reactants [NH2:1][C@:2]1([CH2:24][OH:25])[CH2:6][CH2:5][C@@H:4]([C:7]2[CH:12]=[CH:11][C:10]([C:13]#[C:14][CH2:15][CH2:16][CH2:17][C:18]3[CH:23]=[CH:22][CH:21]=[CH:20][CH:19]=3)=[CH:9][CH:8]=2)[CH2:3]1.[CH:26]([OH:28])=[O:27], predict the reaction product. The product is: [NH2:1][C@:2]1([CH2:24][OH:25])[CH2:6][CH2:5][C@@H:4]([C:7]2[CH:12]=[CH:11][C:10]([C:13](=[O:27])[CH2:14][CH2:15][CH2:16][CH2:17][C:18]3[CH:19]=[CH:20][CH:21]=[CH:22][CH:23]=3)=[CH:9][CH:8]=2)[CH2:3]1.[C:26]([OH:28])(=[O:27])[CH3:2]. (2) Given the reactants [CH3:1][C:2]1[C:3](B(O)O)=[CH:4][C:5]2[C:6]([CH3:15])([CH3:14])[CH2:7][CH2:8][C:9]([CH3:13])([CH3:12])[C:10]=2[CH:11]=1.Br[C:20]1[CH:21]=[C:22]([CH:27]=[CH:28][C:29]([OH:31])=[O:30])[CH:23]=[CH:24][C:25]=1[F:26], predict the reaction product. The product is: [F:26][C:25]1[CH:24]=[CH:23][C:22]([CH:27]=[CH:28][C:29]([OH:31])=[O:30])=[CH:21][C:20]=1[C:3]1[C:2]([CH3:1])=[CH:11][C:10]2[C:9]([CH3:13])([CH3:12])[CH2:8][CH2:7][C:6]([CH3:15])([CH3:14])[C:5]=2[CH:4]=1. (3) Given the reactants [CH3:1][O:2][C:3]1[C:10]([O:11][CH3:12])=[CH:9][C:6]([C:7]#[N:8])=[C:5](O)[CH:4]=1.N[C@@H:15]([C:18]([OH:20])=[O:19])[CH2:16][SH:17].C(=O)(O)[O-].[Na+], predict the reaction product. The product is: [CH3:1][O:2][C:3]1[C:10]([O:11][CH3:12])=[CH:9][C:6]([C@H:7]2[NH:8][C:15]([C:18]([OH:20])=[O:19])=[CH:16][S:17]2)=[CH:5][CH:4]=1. (4) Given the reactants C([Mg]Br)C.[Cl-].C([C:28]1[CH:27]=[CH:26][CH:25]=C(C(C)C)[C:23]=1[NH+:20]1CC[N:20]([C:23]2[C:28](C(C)C)=[CH:27][CH:26]=[CH:25]C=2C(C)C)C1)(C)C.C1(P(C2C=CC=CC=2)C2C=CC=CC=2)C=CC=CC=1.[C:54]1([CH3:64])[CH:59]=[C:58]([CH3:60])[CH:57]=[C:56]([CH3:61])[C:55]=1[Mg]Br.BrC1C=CC=CN=1.C(C(C(C([O-])=O)O)O)([O-])=O.[K+].[Na+], predict the reaction product. The product is: [CH3:64][C:54]1[CH:59]=[C:58]([CH3:60])[CH:57]=[C:56]([CH3:61])[C:55]=1[C:25]1[CH:26]=[CH:27][CH:28]=[CH:23][N:20]=1.